From a dataset of Forward reaction prediction with 1.9M reactions from USPTO patents (1976-2016). Predict the product of the given reaction. (1) Given the reactants CN(C)/[CH:3]=[CH:4]/[C:5](=O)[C:6]([F:9])([F:8])[F:7].FC(F)(F)C(OC(=O)C(F)(F)F)=O.[NH2:25][C:26]1[CH:31]=[CH:30][CH:29]=[CH:28][CH:27]=1, predict the reaction product. The product is: [F:9][C:6]([F:7])([F:8])[C:5]1[CH:4]=[CH:3][C:31]2[C:26](=[CH:27][CH:28]=[CH:29][CH:30]=2)[N:25]=1. (2) Given the reactants Br[C:2]1[CH:7]=[CH:6][C:5]([C:8]2[NH:12][C:11]([C@@H:13]3[CH2:17][CH2:16][CH2:15][N:14]3[C:18]([O:20][C:21]([CH3:24])([CH3:23])[CH3:22])=[O:19])=[N:10][C:9]=2[Cl:25])=[CH:4][CH:3]=1.[CH3:26][C:27]1([CH3:53])[C:31]([CH3:33])([CH3:32])[O:30][B:29]([C:34]2[CH:43]=[CH:42][C:41]3[C:36](=[CH:37][CH:38]=[C:39](B4OC(C)(C)C(C)(C)O4)[CH:40]=3)[CH:35]=2)[O:28]1, predict the reaction product. The product is: [Cl:25][C:9]1[N:10]=[C:11]([C@@H:13]2[CH2:17][CH2:16][CH2:15][N:14]2[C:18]([O:20][C:21]([CH3:24])([CH3:23])[CH3:22])=[O:19])[NH:12][C:8]=1[C:5]1[CH:6]=[CH:7][C:2]([C:39]2[CH:38]=[CH:37][C:36]3[C:41](=[CH:42][CH:43]=[C:34]([B:29]4[O:28][C:27]([CH3:53])([CH3:26])[C:31]([CH3:33])([CH3:32])[O:30]4)[CH:35]=3)[CH:40]=2)=[CH:3][CH:4]=1. (3) Given the reactants Br[C:2]1[C:3]([F:17])=[C:4]2[O:8][C:7]([CH:9]3[CH2:11][CH2:10]3)=[N:6][C:5]2=[C:12]([C:15]#[N:16])[C:13]=1[CH3:14].C([Sn](CCCC)(CCCC)[C:23]1[S:24][CH:25]=[CH:26][N:27]=1)CCC, predict the reaction product. The product is: [CH:9]1([C:7]2[O:8][C:4]3[C:5](=[C:12]([C:15]#[N:16])[C:13]([CH3:14])=[C:2]([C:23]4[S:24][CH:25]=[CH:26][N:27]=4)[C:3]=3[F:17])[N:6]=2)[CH2:11][CH2:10]1. (4) Given the reactants CO[CH2:3][C:4]1[N:39]=[C:7]2[N:8]([CH:35]([CH3:38])[CH2:36][CH3:37])[C:9](=[O:34])[C:10]([CH2:15][C:16]3[CH:21]=[CH:20][C:19]([C:22]4[CH:27]=[CH:26][CH:25]=[CH:24][C:23]=4[C:28]4[NH:32][C:31](=[O:33])[O:30][N:29]=4)=[CH:18][CH:17]=3)=[C:11]([CH2:12][CH2:13][CH3:14])[N:6]2[N:5]=1.B(Br)(Br)[Br:41].C(=O)([O-])O.[Na+].Cl, predict the reaction product. The product is: [Br:41][CH2:3][C:4]1[N:39]=[C:7]2[N:8]([CH:35]([CH3:38])[CH2:36][CH3:37])[C:9](=[O:34])[C:10]([CH2:15][C:16]3[CH:21]=[CH:20][C:19]([C:22]4[CH:27]=[CH:26][CH:25]=[CH:24][C:23]=4[C:28]4[NH:32][C:31](=[O:33])[O:30][N:29]=4)=[CH:18][CH:17]=3)=[C:11]([CH2:12][CH2:13][CH3:14])[N:6]2[N:5]=1.